Dataset: Catalyst prediction with 721,799 reactions and 888 catalyst types from USPTO. Task: Predict which catalyst facilitates the given reaction. (1) Reactant: [CH:1]1([CH2:4][NH2:5])[CH2:3][CH2:2]1.ClC(Cl)(O[C:10](=[O:16])OC(Cl)(Cl)Cl)Cl.C(N(CC)CC)C.[NH:25]([C:27]1[C:32]([I:33])=[C:31]([CH3:34])[CH:30]=[CH:29][N:28]=1)[NH2:26]. Product: [CH:1]1([CH2:4][NH:5][C:10]([NH:26][NH:25][C:27]2[C:32]([I:33])=[C:31]([CH3:34])[CH:30]=[CH:29][N:28]=2)=[O:16])[CH2:3][CH2:2]1. The catalyst class is: 4. (2) Reactant: Cl.O[CH2:3][C@H:4]1[N:14]2[C:15]3[N:6]([C:7](=[O:17])[CH2:8][CH2:9][C:10]=3[CH:11]=[CH:12][C:13]2=[O:16])[CH2:5]1.C(N(CC)CC)C.CS(Cl)(=O)=O.CS([O-])(=O)=O.[F:35][C:36]([F:47])([F:46])[C:37]([NH:39][CH2:40][C@@H:41]1[CH2:45][CH2:44][NH:43][CH2:42]1)=[O:38]. Product: [O:16]=[C:13]1[CH:12]=[CH:11][C:10]2[CH2:9][CH2:8][C:7](=[O:17])[N:6]3[CH2:5][C@@H:4]([CH2:3][N:43]4[CH2:44][CH2:45][C@@H:41]([CH2:40][NH:39][C:37](=[O:38])[C:36]([F:46])([F:47])[F:35])[CH2:42]4)[N:14]1[C:15]=23. The catalyst class is: 2. (3) Reactant: Cl.Cl.[NH2:3][C:4]1[CH:5]=[CH:6][C:7]2[CH:11]([CH2:12][NH2:13])[O:10][B:9]([OH:14])[C:8]=2[CH:15]=1.C(NCC)C.CC([O:25]C(O[C:29]([O:31][C:32]([CH3:35])([CH3:34])[CH3:33])=[O:30])=O)(C)C.[F:36][CH:37]([F:49])[O:38][C:39]1[CH:40]=[C:41]([S:45](Cl)(=[O:47])=[O:46])[CH:42]=[CH:43][CH:44]=1. Product: [C:32]([O:31][C:29](=[O:30])[NH:13][CH2:12][CH:11]1[O:10][B:9]([OH:14])[C:8]2[CH:15]=[C:4]([NH:3][S:45]([C:41]3[CH:42]=[CH:43][CH:44]=[C:39]([O:38][CH:37]([F:36])[F:49])[CH:40]=3)(=[O:47])=[O:46])[CH:5]=[CH:6][C:7]1=2)([CH3:33])([CH3:34])[CH3:35].[F:36][CH:37]([F:49])[O:38][C:39]1[CH:40]=[C:41]([S:45]([OH:25])(=[O:47])=[O:46])[CH:42]=[CH:43][CH:44]=1. The catalyst class is: 36. (4) Reactant: [CH3:1][C:2]1[CH:7]=[C:6]([C:8]2[CH:13]=[CH:12][C:11]([CH2:14][C:15]([OH:17])=O)=[CH:10][CH:9]=2)[CH:5]=[CH:4][N:3]=1.[NH2:18][C:19]1[N:24]=[CH:23][C:22]([N:25]2[CH2:30][CH2:29][NH:28][C:27](=[O:31])[CH2:26]2)=[CH:21][CH:20]=1.F[P-](F)(F)(F)(F)F.N1(OC(N(C)C)=[N+](C)C)C2N=CC=CC=2N=N1.CCN(C(C)C)C(C)C. Product: [CH3:1][C:2]1[CH:7]=[C:6]([C:8]2[CH:9]=[CH:10][C:11]([CH2:14][C:15]([NH:18][C:19]3[CH:20]=[CH:21][C:22]([N:25]4[CH2:30][CH2:29][NH:28][C:27](=[O:31])[CH2:26]4)=[CH:23][N:24]=3)=[O:17])=[CH:12][CH:13]=2)[CH:5]=[CH:4][N:3]=1. The catalyst class is: 623. (5) Reactant: [O:1]=[C:2]1[C:7](C#N)=[C:6]([C:10]([F:13])([F:12])[F:11])[CH:5]=[C:4]([C:14]2[CH:19]=[CH:18][C:17]([C:20]([F:23])([F:22])[F:21])=[CH:16][CH:15]=2)[NH:3]1.Br. Product: [F:13][C:10]([F:11])([F:12])[C:6]1[CH:5]=[C:4]([C:14]2[CH:15]=[CH:16][C:17]([C:20]([F:23])([F:22])[F:21])=[CH:18][CH:19]=2)[NH:3][C:2](=[O:1])[CH:7]=1. The catalyst class is: 796. (6) Reactant: [NH2:1][C:2]1[CH:10]=[C:9]([C:11]2[CH:12]=[C:13]([NH:18][S:19]([CH3:22])(=[O:21])=[O:20])[C:14]([Cl:17])=[N:15][CH:16]=2)[CH:8]=[C:7]2[C:3]=1[CH:4]=[N:5][N:6]2S(C1C=CC=CC=1)(=O)=O.N1C=CC=CC=1.[CH3:38][C:39]1[S:40][CH:41]=[C:42]([C:44](Cl)=[O:45])[N:43]=1. Product: [Cl:17][C:14]1[N:15]=[CH:16][C:11]([C:9]2[CH:8]=[C:7]3[C:3]([CH:4]=[N:5][NH:6]3)=[C:2]([NH:1][C:44]([C:42]3[N:43]=[C:39]([CH3:38])[S:40][CH:41]=3)=[O:45])[CH:10]=2)=[CH:12][C:13]=1[NH:18][S:19]([CH3:22])(=[O:20])=[O:21]. The catalyst class is: 2. (7) Reactant: [CH3:1][O:2][C:3]([C:5]1[CH:6]=[N:7][NH:8][C:9]=1[NH2:10])=[O:4].[C:11]([CH:13]=[C:14]1[CH2:19][CH2:18][N:17]([C:20]([O:22][C:23]([CH3:26])([CH3:25])[CH3:24])=[O:21])[CH2:16][CH2:15]1)#[N:12].C(#N)C.C[O-].[Na+]. Product: [NH2:10][C:9]1[C:5]([C:3]([O:2][CH3:1])=[O:4])=[CH:6][N:7]([C:14]2([CH2:13][C:11]#[N:12])[CH2:15][CH2:16][N:17]([C:20]([O:22][C:23]([CH3:24])([CH3:25])[CH3:26])=[O:21])[CH2:18][CH2:19]2)[N:8]=1. The catalyst class is: 136.